Dataset: Reaction yield outcomes from USPTO patents with 853,638 reactions. Task: Predict the reaction yield, written as a fraction of the theoretical maximum amount of product (1.0 means a 100% yield; for example, 0.34 means a 34% yield). The product is [C:15]1([C:25]2[O:1][N:2]=[C:3]([C:5]3[CH:10]=[CH:9][C:8]([C:11]([F:12])([F:13])[F:14])=[CH:7][N:6]=3)[N:4]=2)[C:24]2[C:19](=[CH:20][CH:21]=[CH:22][CH:23]=2)[CH:18]=[CH:17][CH:16]=1. No catalyst specified. The yield is 0.0500. The reactants are [OH:1][NH:2][C:3]([C:5]1[CH:10]=[CH:9][C:8]([C:11]([F:14])([F:13])[F:12])=[CH:7][N:6]=1)=[NH:4].[C:15]1([C:25](O)=O)[C:24]2[C:19](=[CH:20][CH:21]=[CH:22][CH:23]=2)[CH:18]=[CH:17][CH:16]=1.